From a dataset of Full USPTO retrosynthesis dataset with 1.9M reactions from patents (1976-2016). Predict the reactants needed to synthesize the given product. (1) Given the product [C:22]1([C:28]#[C:29][C:2]2[CH:3]=[C:4]([N:8]3[CH2:14][CH2:13][CH2:12][N:11]([C:15]([O:17][C:18]([CH3:21])([CH3:20])[CH3:19])=[O:16])[CH2:10][CH2:9]3)[CH:5]=[N:6][CH:7]=2)[CH:27]=[CH:26][CH:25]=[CH:24][CH:23]=1, predict the reactants needed to synthesize it. The reactants are: Br[C:2]1[CH:3]=[C:4]([N:8]2[CH2:14][CH2:13][CH2:12][N:11]([C:15]([O:17][C:18]([CH3:21])([CH3:20])[CH3:19])=[O:16])[CH2:10][CH2:9]2)[CH:5]=[N:6][CH:7]=1.[C:22]1([C:28]#[CH:29])[CH:27]=[CH:26][CH:25]=[CH:24][CH:23]=1.C(NCC)C.[OH-].[Na+]. (2) Given the product [CH2:1]([O:5][CH2:6][CH2:7][O:8][C:9]1[CH:10]=[CH:11][C:12]([C:15]2[CH:16]=[CH:17][C:18]3[N:24]([CH2:25][CH:26]([CH3:27])[CH3:28])[CH2:23][CH2:22][C:21]([C:29]([NH:31][C:32]4[CH:33]=[CH:34][C:35]([S:38]([CH2:39][C:40]5[N:41]([CH2:45][CH:46]([CH3:48])[CH3:47])[CH:42]=[CH:43][N:44]=5)=[O:58])=[CH:36][CH:37]=4)=[O:30])=[CH:20][C:19]=3[CH:49]=2)=[CH:13][CH:14]=1)[CH2:2][CH2:3][CH3:4], predict the reactants needed to synthesize it. The reactants are: [CH2:1]([O:5][CH2:6][CH2:7][O:8][C:9]1[CH:14]=[CH:13][C:12]([C:15]2[CH:16]=[CH:17][C:18]3[N:24]([CH2:25][CH:26]([CH3:28])[CH3:27])[CH2:23][CH2:22][C:21]([C:29]([NH:31][C:32]4[CH:37]=[CH:36][C:35]([S:38][CH2:39][C:40]5[N:41]([CH2:45][CH:46]([CH3:48])[CH3:47])[CH:42]=[CH:43][N:44]=5)=[CH:34][CH:33]=4)=[O:30])=[CH:20][C:19]=3[CH:49]=2)=[CH:11][CH:10]=1)[CH2:2][CH2:3][CH3:4].ClC1C=CC=C(C(OO)=[O:58])C=1.S([O-])([O-])(=O)=S.[Na+].[Na+]. (3) Given the product [Br:1][C:2]1[CH:3]=[C:4]([NH:8][C:9](/[N:11]=[CH:14]/[N:15]([CH3:17])[CH3:16])=[S:10])[CH:5]=[CH:6][CH:7]=1, predict the reactants needed to synthesize it. The reactants are: [Br:1][C:2]1[CH:3]=[C:4]([NH:8][C:9]([NH2:11])=[S:10])[CH:5]=[CH:6][CH:7]=1.CO[CH:14](OC)[N:15]([CH3:17])[CH3:16]. (4) Given the product [CH2:21]([O:23][C:2]1[N:7]=[C:6]([C:8]([OH:10])=[O:9])[CH:5]=[C:4]([CH3:11])[N:3]=1)[CH3:22], predict the reactants needed to synthesize it. The reactants are: Cl[C:2]1[N:7]=[C:6]([C:8]([OH:10])=[O:9])[CH:5]=[C:4]([CH3:11])[N:3]=1.CCN(C(C)C)C(C)C.[CH2:21]([OH:23])[CH3:22]. (5) Given the product [F:1][C:2]1[CH:10]=[CH:9][C:8]2[C:4](=[CH:5][N:6]([CH2:12][C:13]([O:15][CH2:16][CH3:17])=[O:14])[N:7]=2)[CH:3]=1, predict the reactants needed to synthesize it. The reactants are: [F:1][C:2]1[CH:3]=[C:4]2[C:8](=[CH:9][CH:10]=1)[NH:7][N:6]=[CH:5]2.Br[CH2:12][C:13]([O:15][CH2:16][CH3:17])=[O:14]. (6) Given the product [NH2:27][C:23]1[CH:22]=[C:21]2[C:26](=[CH:25][CH:24]=1)[N:18]([C:16]([C:12]1[CH:13]=[C:14]([Cl:15])[C:9]([O:8][CH2:1][C:2]3[CH:3]=[CH:4][CH:5]=[CH:6][CH:7]=3)=[C:10]([Cl:30])[CH:11]=1)=[O:17])[CH2:19][CH2:20]2, predict the reactants needed to synthesize it. The reactants are: [CH2:1]([O:8][C:9]1[C:14]([Cl:15])=[CH:13][C:12]([C:16]([N:18]2[C:26]3[C:21](=[CH:22][C:23]([N+:27]([O-])=O)=[CH:24][CH:25]=3)[CH2:20][CH2:19]2)=[O:17])=[CH:11][C:10]=1[Cl:30])[C:2]1[CH:7]=[CH:6][CH:5]=[CH:4][CH:3]=1.